This data is from Peptide-MHC class II binding affinity with 134,281 pairs from IEDB. The task is: Regression. Given a peptide amino acid sequence and an MHC pseudo amino acid sequence, predict their binding affinity value. This is MHC class II binding data. (1) The binding affinity (normalized) is 0.803. The MHC is DRB1_0101 with pseudo-sequence DRB1_0101. The peptide sequence is QIPFAMQMAYRFNGI. (2) The peptide sequence is LTKRQDKLCGSLIGM. The MHC is HLA-DQA10201-DQB10402 with pseudo-sequence YNFHERXFATVLHILFFGGTYYDIEDSTVHLETT. The binding affinity (normalized) is 0.289.